Dataset: Catalyst prediction with 721,799 reactions and 888 catalyst types from USPTO. Task: Predict which catalyst facilitates the given reaction. Reactant: [CH3:1][C:2]([CH3:19])([CH3:18])[C@@H:3]([C:14]([O:16]C)=[O:15])[NH:4][C:5]([N:7]([CH3:13])[CH2:8][CH2:9][CH2:10][CH:11]=[CH2:12])=[O:6].[OH-].[Li+]. Product: [CH3:1][C:2]([CH3:19])([CH3:18])[C@@H:3]([C:14]([OH:16])=[O:15])[NH:4][C:5]([N:7]([CH3:13])[CH2:8][CH2:9][CH2:10][CH:11]=[CH2:12])=[O:6]. The catalyst class is: 7.